From a dataset of Catalyst prediction with 721,799 reactions and 888 catalyst types from USPTO. Predict which catalyst facilitates the given reaction. (1) Reactant: [CH3:1][O:2][C:3]1[CH:4]=[CH:5][C:6]([C:13](=[O:20])[CH:14]([CH3:19])[C:15]([O:17][CH3:18])=[O:16])=[C:7]2[C:12]=1[N:11]=[CH:10][CH:9]=[CH:8]2.[H-].[Na+].[CH3:23]I.[Cl-].[NH4+]. Product: [CH3:1][O:2][C:3]1[CH:4]=[CH:5][C:6]([C:13](=[O:20])[C:14]([CH3:23])([CH3:19])[C:15]([O:17][CH3:18])=[O:16])=[C:7]2[C:12]=1[N:11]=[CH:10][CH:9]=[CH:8]2. The catalyst class is: 3. (2) Reactant: [CH3:1][O:2][CH2:3][CH2:4][CH2:5][CH2:6][N:7]1[C:11]2[C:12]([C:16]([O:18][CH3:19])=[O:17])=[CH:13][CH:14]=[CH:15][C:10]=2[N:9]=[C:8]1[C:20](Cl)(Cl)[Cl:21].[CH3:24][CH:25]([CH3:49])[CH2:26][NH:27][C@H:28]1[CH2:33][C@@H:32]([C:34]([N:36]2[CH2:41][CH2:40][O:39][CH2:38][CH2:37]2)=[O:35])[CH2:31][N:30](C(OC(C)(C)C)=O)[CH2:29]1.C(=O)([O-])[O-:51].[K+].[K+]. Product: [ClH:21].[ClH:21].[CH3:24][CH:25]([CH3:49])[CH2:26][N:27]([C@H:28]1[CH2:33][C@@H:32]([C:34]([N:36]2[CH2:41][CH2:40][O:39][CH2:38][CH2:37]2)=[O:35])[CH2:31][NH:30][CH2:29]1)[C:20]([CH:8]1[N:7]([CH2:6][CH2:5][CH2:4][CH2:3][O:2][CH3:1])[C:11]2[C:12]([C:16]([O:18][CH3:19])=[O:17])=[CH:13][CH:14]=[CH:15][C:10]=2[NH:9]1)=[O:51]. The catalyst class is: 47.